The task is: Predict the product of the given reaction.. This data is from Forward reaction prediction with 1.9M reactions from USPTO patents (1976-2016). (1) Given the reactants [CH2:1]([CH:18]([CH:38]([OH:57])[CH2:39][CH2:40][CH2:41][CH2:42][CH2:43][CH2:44][CH2:45][CH2:46]/[CH:47]=[CH:48]\[CH2:49]/[CH:50]=[CH:51]\[CH2:52][CH2:53][CH2:54][CH2:55][CH3:56])[CH:19]([OH:37])[CH2:20][CH2:21][CH2:22][CH2:23][CH2:24][CH2:25][CH2:26]/[CH:27]=[CH:28]\[CH2:29]/[CH:30]=[CH:31]\[CH2:32][CH2:33][CH2:34][CH2:35][CH3:36])[CH2:2][CH2:3][CH2:4][CH2:5][CH2:6][CH2:7]/[CH:8]=[CH:9]\[CH2:10]/[CH:11]=[CH:12]\[CH2:13][CH2:14][CH2:15][CH2:16][CH3:17].C(O[CH:61](OCC)[CH2:62][CH2:63]Cl)C.CC1C=CC(S([O-])(=O)=O)=CC=1.C1C=[CH:83][NH+:82]=[CH:81]C=1.C([O-])(O)=O.[Na+], predict the reaction product. The product is: [CH2:20]([CH:19]1[CH:18]([CH2:1][CH2:2][CH2:3][CH2:4][CH2:5][CH2:6][CH2:7]/[CH:8]=[CH:9]\[CH2:10]/[CH:11]=[CH:12]\[CH2:13][CH2:14][CH2:15][CH2:16][CH3:17])[CH:38]([CH2:39][CH2:40][CH2:41][CH2:42][CH2:43][CH2:44][CH2:45][CH2:46]/[CH:47]=[CH:48]\[CH2:49]/[CH:50]=[CH:51]\[CH2:52][CH2:53][CH2:54][CH2:55][CH3:56])[O:57][CH:61]([CH2:62][CH2:63][N:82]([CH3:83])[CH3:81])[O:37]1)[CH2:21][CH2:22][CH2:23][CH2:24][CH2:25][CH2:26]/[CH:27]=[CH:28]\[CH2:29]/[CH:30]=[CH:31]\[CH2:32][CH2:33][CH2:34][CH2:35][CH3:36]. (2) Given the reactants FC1C=CC(CN2C(=O)C(CCCN3CCN(C)CC3)=CC(C3C=CC(OC)=C(F)C=3)=N2)=CC=1.[F:35][C:36]1([O:53][CH3:54])[CH:41]=[CH:40][CH:39]=[C:38]([C:42]2[CH:43]=[C:44]([C:49]([O:51]C)=[O:50])[C:45](=[O:48])[NH:46][N:47]=2)[CH2:37]1.CS(O[CH2:60][CH2:61][CH2:62][C:63]1[CH:68]=[CH:67][CH:66]=[CH:65][C:64]=1[Cl:69])(=O)=O.FC1C=C(F)C=CC=1C1C=C(COS(C)(=O)=O)C(=O)N(CC(C)C)N=1, predict the reaction product. The product is: [C:49]([C:44]1[C:45](=[O:48])[N:46]([CH2:60][CH2:61][CH2:62][C:63]2[CH:68]=[CH:67][CH:66]=[CH:65][C:64]=2[Cl:69])[N:47]=[C:42]([C:38]2[CH2:37][C:36]([F:35])([O:53][CH3:54])[CH:41]=[CH:40][CH:39]=2)[CH:43]=1)([OH:51])=[O:50]. (3) Given the reactants [Cl:1][C:2]1[CH:7]=[CH:6][C:5]([O:8][CH3:9])=[CH:4][C:3]=1[OH:10].C(=O)([O-])[O-].[K+].[K+].Cl[C:18]1[N:27]=[C:26]([C:28]2[CH:33]=[CH:32][C:31]([CH3:34])=[C:30]([F:35])[CH:29]=2)[CH:25]=[CH:24][C:19]=1[C:20]([O:22][CH3:23])=[O:21], predict the reaction product. The product is: [Cl:1][C:2]1[CH:7]=[CH:6][C:5]([O:8][CH3:9])=[CH:4][C:3]=1[O:10][C:18]1[N:27]=[C:26]([C:28]2[CH:33]=[CH:32][C:31]([CH3:34])=[C:30]([F:35])[CH:29]=2)[CH:25]=[CH:24][C:19]=1[C:20]([O:22][CH3:23])=[O:21].